Dataset: NCI-60 drug combinations with 297,098 pairs across 59 cell lines. Task: Regression. Given two drug SMILES strings and cell line genomic features, predict the synergy score measuring deviation from expected non-interaction effect. (1) Drug 2: CCC1(C2=C(COC1=O)C(=O)N3CC4=CC5=C(C=CC(=C5CN(C)C)O)N=C4C3=C2)O.Cl. Cell line: HOP-92. Drug 1: C1CN1P(=S)(N2CC2)N3CC3. Synergy scores: CSS=24.1, Synergy_ZIP=-9.18, Synergy_Bliss=-1.13, Synergy_Loewe=1.79, Synergy_HSA=2.95. (2) Drug 1: CC12CCC3C(C1CCC2=O)CC(=C)C4=CC(=O)C=CC34C. Drug 2: CC1=C2C(C(=O)C3(C(CC4C(C3C(C(C2(C)C)(CC1OC(=O)C(C(C5=CC=CC=C5)NC(=O)OC(C)(C)C)O)O)OC(=O)C6=CC=CC=C6)(CO4)OC(=O)C)O)C)O. Cell line: SW-620. Synergy scores: CSS=49.3, Synergy_ZIP=-7.64, Synergy_Bliss=-4.98, Synergy_Loewe=-11.8, Synergy_HSA=-3.85. (3) Drug 1: C1=CC=C(C=C1)NC(=O)CCCCCCC(=O)NO. Drug 2: CC1C(C(CC(O1)OC2CC(OC(C2O)C)OC3=CC4=CC5=C(C(=O)C(C(C5)C(C(=O)C(C(C)O)O)OC)OC6CC(C(C(O6)C)O)OC7CC(C(C(O7)C)O)OC8CC(C(C(O8)C)O)(C)O)C(=C4C(=C3C)O)O)O)O. Cell line: LOX IMVI. Synergy scores: CSS=65.1, Synergy_ZIP=-2.51, Synergy_Bliss=-0.555, Synergy_Loewe=-9.46, Synergy_HSA=-2.59.